This data is from Full USPTO retrosynthesis dataset with 1.9M reactions from patents (1976-2016). The task is: Predict the reactants needed to synthesize the given product. (1) Given the product [CH2:1]([O:8][C:9]1[C:18]([CH:23]2[CH2:25][CH2:24]2)=[CH:17][C:12]([C:13]([O:15][CH3:16])=[O:14])=[C:11]([O:20][CH2:21][CH3:22])[CH:10]=1)[C:2]1[CH:7]=[CH:6][CH:5]=[CH:4][CH:3]=1, predict the reactants needed to synthesize it. The reactants are: [CH2:1]([O:8][C:9]1[C:18](Br)=[CH:17][C:12]([C:13]([O:15][CH3:16])=[O:14])=[C:11]([O:20][CH2:21][CH3:22])[CH:10]=1)[C:2]1[CH:7]=[CH:6][CH:5]=[CH:4][CH:3]=1.[CH:23]1(B(O)O)[CH2:25][CH2:24]1.C1(P(C2CCCCC2)C2C=CC=CC=2C2C(OC)=CC=CC=2OC)CCCCC1.C(=O)([O-])[O-].[Na+].[Na+]. (2) The reactants are: [BH4-].[Na+].[CH:3]([C:5]1[CH:14]=[CH:13][C:12]2[C:7](=[C:8]([C:19]#[N:20])[C:9]([O:15][CH2:16][O:17][CH3:18])=[CH:10][CH:11]=2)[N:6]=1)=[O:4]. Given the product [OH:4][CH2:3][C:5]1[CH:14]=[CH:13][C:12]2[C:7](=[C:8]([C:19]#[N:20])[C:9]([O:15][CH2:16][O:17][CH3:18])=[CH:10][CH:11]=2)[N:6]=1, predict the reactants needed to synthesize it. (3) Given the product [Br:3][C:4]1[CH:9]=[C:8]([O:10][CH2:11][O:12][CH3:13])[CH:7]=[C:6]([CH2:14][O:15][CH3:20])[C:5]=1[O:16][CH2:17][O:18][CH3:19], predict the reactants needed to synthesize it. The reactants are: [H-].[Na+].[Br:3][C:4]1[C:5]([O:16][CH2:17][O:18][CH3:19])=[C:6]([CH2:14][OH:15])[CH:7]=[C:8]([O:10][CH2:11][O:12][CH3:13])[CH:9]=1.[CH3:20]I. (4) Given the product [CH2:20]([NH:1][C@@H:2]1[CH2:7][CH2:6][C@H:5]([CH2:8][NH:9][C:10](=[O:19])[O:11][CH2:12][C:13]2[CH:14]=[CH:15][CH:16]=[CH:17][CH:18]=2)[CH2:4][CH2:3]1)[C:21]1[CH:26]=[CH:25][CH:24]=[CH:23][CH:22]=1, predict the reactants needed to synthesize it. The reactants are: [NH2:1][C@@H:2]1[CH2:7][CH2:6][C@H:5]([CH2:8][NH:9][C:10](=[O:19])[O:11][CH2:12][C:13]2[CH:18]=[CH:17][CH:16]=[CH:15][CH:14]=2)[CH2:4][CH2:3]1.[CH:20](=O)[C:21]1[CH:26]=[CH:25][CH:24]=[CH:23][CH:22]=1.[BH-](OC(C)=O)(OC(C)=O)OC(C)=O.[Na+].[OH-].[Na+]. (5) The reactants are: [NH2:1][C:2]1[N:7]=[CH:6][C:5]([C:8]2[CH:9]=[CH:10][C:11]3[N:17]4[C:18]([CH3:21])=[N:19][N:20]=[C:16]4[CH:15]([CH3:22])[CH2:14][N:13]([C:23]4[CH:30]=[CH:29][C:26]([C:27]#[N:28])=[CH:25][CH:24]=4)[C:12]=3[CH:31]=2)=[CH:4][CH:3]=1.C1(P(C2C=CC=CC=2)C2C=CC=CC=2)C=CC=CC=1.C([OH:53])C.O. Given the product [NH2:1][C:2]1[N:7]=[CH:6][C:5]([C:8]2[CH:9]=[CH:10][C:11]3[N:17]4[C:18]([CH3:21])=[N:19][N:20]=[C:16]4[CH:15]([CH3:22])[CH2:14][N:13]([C:23]4[CH:24]=[CH:25][C:26]([C:27]([NH2:28])=[O:53])=[CH:29][CH:30]=4)[C:12]=3[CH:31]=2)=[CH:4][CH:3]=1, predict the reactants needed to synthesize it. (6) Given the product [F:32][C:29]1[CH:28]=[CH:27][C:26]([CH:19]([C:16]2[CH:17]=[CH:18][C:13]([F:12])=[CH:14][CH:15]=2)[N:20]2[CH2:21][CH2:22][N:23]([C:9]([C@H:4]3[CH2:5][CH2:6][CH2:7][CH2:8][N:3]3[CH2:1][CH3:2])=[O:11])[CH2:24][CH2:25]2)=[CH:31][CH:30]=1, predict the reactants needed to synthesize it. The reactants are: [CH2:1]([N:3]1[CH2:8][CH2:7][CH2:6][CH2:5][C@@H:4]1[C:9]([OH:11])=O)[CH3:2].[F:12][C:13]1[CH:18]=[CH:17][C:16]([CH:19]([C:26]2[CH:31]=[CH:30][C:29]([F:32])=[CH:28][CH:27]=2)[N:20]2[CH2:25][CH2:24][NH:23][CH2:22][CH2:21]2)=[CH:15][CH:14]=1. (7) Given the product [CH3:1][CH:2]1[CH2:7][C:6]([O:8][S:18]([C:17]([F:36])([F:35])[F:16])(=[O:20])=[O:19])=[CH:5][CH2:4][N:3]1[C:9]([O:11][C:12]([CH3:14])([CH3:13])[CH3:15])=[O:10], predict the reactants needed to synthesize it. The reactants are: [CH3:1][CH:2]1[CH2:7][C:6](=[O:8])[CH2:5][CH2:4][N:3]1[C:9]([O:11][C:12]([CH3:15])([CH3:14])[CH3:13])=[O:10].[F:16][C:17]([F:36])([F:35])[S:18](N(C1C=CC=CC=1)[S:18]([C:17]([F:36])([F:35])[F:16])(=[O:20])=[O:19])(=[O:20])=[O:19].[NH4+].[Cl-].